From a dataset of Catalyst prediction with 721,799 reactions and 888 catalyst types from USPTO. Predict which catalyst facilitates the given reaction. (1) Reactant: C1(C)C=CC=CC=1OC1C=CC=CC=1[C@]([C@@H]1CCCN([C:28]([C@@H:30]2[CH2:34][C@@H:33]([OH:35])[C@H:32](N)[CH2:31]2)=[O:29])C1)(O)CCCCOC.[CH2:38]=O.[OH-].[K+].[BH3-][C:43]#[N:44].[Na+]. Product: [CH3:38][N:44]([CH3:43])[C@H:32]1[C@H:33]([OH:35])[CH2:34][C@@H:30]([CH:28]=[O:29])[CH2:31]1. The catalyst class is: 5. (2) Reactant: [C:1]1([C:7]2[CH:16]=[CH:15][C:14]3[C:9](=[CH:10][C:11]([C:17]4[N:18]=[C:19]([CH2:27][CH:28]5[CH2:33][CH2:32][NH:31][CH2:30][CH2:29]5)[N:20]5[CH:25]=[CH:24][N:23]=[C:22]([NH2:26])[C:21]=45)=[CH:12][CH:13]=3)[N:8]=2)[CH:6]=[CH:5][CH:4]=[CH:3][CH:2]=1.CCN(C(C)C)C(C)C.[C:43](OC(=O)C)(=[O:45])[CH3:44]. Product: [NH2:26][C:22]1[C:21]2[N:20]([C:19]([CH2:27][CH:28]3[CH2:33][CH2:32][N:31]([C:43](=[O:45])[CH3:44])[CH2:30][CH2:29]3)=[N:18][C:17]=2[C:11]2[CH:10]=[C:9]3[C:14]([CH:15]=[CH:16][C:7]([C:1]4[CH:2]=[CH:3][CH:4]=[CH:5][CH:6]=4)=[N:8]3)=[CH:13][CH:12]=2)[CH:25]=[CH:24][N:23]=1. The catalyst class is: 2. (3) Product: [CH3:1][C:2]1[O:3][C:4]2[CH:12]=[CH:11][CH:10]=[CH:9][C:5]=2[C:6]=1[CH2:7][NH:16][S:13]([NH2:17])(=[O:15])=[O:14]. The catalyst class is: 40. Reactant: [CH3:1][C:2]1[O:3][C:4]2[CH:12]=[CH:11][CH:10]=[CH:9][C:5]=2[C:6]=1[CH:7]=O.[S:13]([NH2:17])([NH2:16])(=[O:15])=[O:14].[BH4-].[Na+]. (4) Reactant: [F:1][C:2]1[CH:3]=[C:4]([CH:8]=[C:9]([F:12])[C:10]=1[F:11])[C:5](O)=[O:6].C(Cl)(=O)C([Cl:16])=O.CN(C)C=O. Product: [F:1][C:2]1[CH:3]=[C:4]([CH:8]=[C:9]([F:12])[C:10]=1[F:11])[C:5]([Cl:16])=[O:6]. The catalyst class is: 4.